Dataset: Forward reaction prediction with 1.9M reactions from USPTO patents (1976-2016). Task: Predict the product of the given reaction. (1) Given the reactants [F:1][C:2]1[CH:7]=[C:6]([F:8])[CH:5]=[CH:4][C:3]=1[C:9]1[O:10][C:11]2[CH:21]=[C:20]([N:22]([CH3:27])[S:23]([CH3:26])(=[O:25])=[O:24])[C:19](B3OC(C)(C)C(C)(C)O3)=[CH:18][C:12]=2[C:13]=1[C:14]([NH:16][CH3:17])=[O:15].Cl[C:38]1[N:43]=[C:42]([C:44]2[NH:45][C:46]3[C:51]([CH:52]=2)=[C:50]([F:53])[CH:49]=[CH:48][CH:47]=3)[C:41]([NH2:54])=[CH:40][CH:39]=1, predict the reaction product. The product is: [NH2:54][C:41]1[CH:40]=[CH:39][C:38]([C:19]2[C:20]([N:22]([CH3:27])[S:23]([CH3:26])(=[O:25])=[O:24])=[CH:21][C:11]3[O:10][C:9]([C:3]4[CH:4]=[CH:5][C:6]([F:8])=[CH:7][C:2]=4[F:1])=[C:13]([C:14]([NH:16][CH3:17])=[O:15])[C:12]=3[CH:18]=2)=[N:43][C:42]=1[C:44]1[NH:45][C:46]2[C:51]([CH:52]=1)=[C:50]([F:53])[CH:49]=[CH:48][CH:47]=2. (2) The product is: [CH3:2][O:3][C:4](=[O:15])[CH:5]([CH3:14])[CH2:6][CH2:7][CH:8]1[CH2:13][CH2:12][CH2:11][CH2:10][N:9]1[S:32]([C:28]1[C:29]([CH3:31])=[CH:30][C:25]([O:24][CH3:23])=[CH:26][C:27]=1[CH3:36])(=[O:34])=[O:33]. Given the reactants Cl.[CH3:2][O:3][C:4](=[O:15])[CH:5]([CH3:14])[CH2:6][CH2:7][CH:8]1[CH2:13][CH2:12][CH2:11][CH2:10][NH:9]1.C(N(CC)CC)C.[CH3:23][O:24][C:25]1[CH:30]=[C:29]([CH3:31])[C:28]([S:32](Cl)(=[O:34])=[O:33])=[C:27]([CH3:36])[CH:26]=1.Cl, predict the reaction product.